From a dataset of Forward reaction prediction with 1.9M reactions from USPTO patents (1976-2016). Predict the product of the given reaction. (1) Given the reactants Cl[C:2]1[CH:3]=[CH:4][C:5]2[C:11](=[O:12])[C:10]3[CH:13]=[CH:14][CH:15]=[C:16]([O:17][CH2:18][C@H:19]4[CH2:23][O:22][C:21]([CH3:25])([CH3:24])[O:20]4)[C:9]=3[CH2:8][CH2:7][C:6]=2[CH:26]=1.[F:27][C:28]1[CH:34]=[C:33]([F:35])[CH:32]=[CH:31][C:29]=1[NH2:30].P.O(C(C)(C)C)[Na], predict the reaction product. The product is: [F:27][C:28]1[CH:34]=[C:33]([F:35])[CH:32]=[CH:31][C:29]=1[NH:30][C:2]1[CH:3]=[CH:4][C:5]2[C:11](=[O:12])[C:10]3[CH:13]=[CH:14][CH:15]=[C:16]([O:17][CH2:18][C@H:19]4[CH2:23][O:22][C:21]([CH3:25])([CH3:24])[O:20]4)[C:9]=3[CH2:8][CH2:7][C:6]=2[CH:26]=1. (2) Given the reactants Br[C:2]1[CH:3]=[C:4]([CH3:13])[C:5]2[O:9][CH2:8][C:7]([CH3:11])([CH3:10])[C:6]=2[CH:12]=1.C([Li])(C)(C)C.CCCCC.[B:24](OC)([O:27]C)[O:25]C, predict the reaction product. The product is: [CH3:10][C:7]1([CH3:11])[C:6]2[CH:12]=[C:2]([B:24]([OH:27])[OH:25])[CH:3]=[C:4]([CH3:13])[C:5]=2[O:9][CH2:8]1. (3) Given the reactants [I:1][C:2]1[CH:3]=[C:4]([O:12][CH3:13])[C:5]([O:10]C)=[C:6]([O:8][CH3:9])[CH:7]=1.[Cl-].[Al+3].[Cl-].[Cl-], predict the reaction product. The product is: [CH3:9][O:8][C:6]1[CH:7]=[C:2]([I:1])[CH:3]=[C:4]([O:12][CH3:13])[C:5]=1[OH:10]. (4) Given the reactants [CH3:1][O:2][CH:3]([O:29][CH3:30])[C:4]1[N:13]=[C:12]2[C:7]([CH2:8][CH2:9][CH2:10][N:11]2[C:14](OC2C=CC=CC=2)=[O:15])=[CH:6][C:5]=1[CH2:23][N:24]([CH3:28])[C:25](=[O:27])[CH3:26].[NH2:31][C:32]1[CH:39]=[C:38]([NH:40][CH2:41][CH2:42][O:43][C:44]([F:47])([F:46])[F:45])[C:35]([C:36]#[N:37])=[CH:34][N:33]=1.[Li+].C[Si]([N-][Si](C)(C)C)(C)C.[NH4+].[Cl-], predict the reaction product. The product is: [C:36]([C:35]1[C:38]([NH:40][CH2:41][CH2:42][O:43][C:44]([F:45])([F:47])[F:46])=[CH:39][C:32]([NH:31][C:14]([N:11]2[C:12]3[C:7](=[CH:6][C:5]([CH2:23][N:24]([CH3:28])[C:25](=[O:27])[CH3:26])=[C:4]([CH:3]([O:2][CH3:1])[O:29][CH3:30])[N:13]=3)[CH2:8][CH2:9][CH2:10]2)=[O:15])=[N:33][CH:34]=1)#[N:37]. (5) Given the reactants [OH:1][C:2]1[CH:9]=[C:8]([O:10][CH3:11])[C:7]([C:12]2[S:13][CH:14]=[CH:15][CH:16]=2)=[CH:6][C:3]=1[CH:4]=[O:5].C(=O)([O-])[O-].[K+].[K+].Br[CH2:24][CH2:25][O:26][CH2:27][CH2:28][O:29][CH3:30], predict the reaction product. The product is: [CH3:11][O:10][C:8]1[C:7]([C:12]2[S:13][CH:14]=[CH:15][CH:16]=2)=[CH:6][C:3]([CH:4]=[O:5])=[C:2]([O:1][CH2:24][CH2:25][O:26][CH2:27][CH2:28][O:29][CH3:30])[CH:9]=1. (6) Given the reactants [C:1]([O:5][C:6](=[O:15])[NH:7][C:8]1[CH:13]=[CH:12][CH:11]=[C:10]([CH3:14])[N:9]=1)([CH3:4])([CH3:3])[CH3:2].[CH3:16][C:17]([CH3:19])=O.[C:20](=[O:22])=O.[Li][CH2:24][CH2:25][CH2:26][CH3:27], predict the reaction product. The product is: [C:1]([O:5][C:6](=[O:15])[NH:7][C:8]1[CH:13]=[CH:12][CH:11]=[C:10]([CH2:14][CH:13]2[CH:20]([OH:22])[CH2:6][N:7]([CH2:16][C:17]3[CH:19]=[CH:27][CH:26]=[CH:25][CH:24]=3)[CH2:8]2)[N:9]=1)([CH3:4])([CH3:3])[CH3:2]. (7) Given the reactants [H-].[Na+].[Cl:3][C:4]1[CH:5]=[C:6]([CH:11]2[O:17][CH2:16][CH2:15][N:14]([C:18]([O:20][C:21]([CH3:24])([CH3:23])[CH3:22])=[O:19])[CH2:13][CH:12]2[OH:25])[CH:7]=[CH:8][C:9]=1[Cl:10].Cl[C:27]1[N:32]=[C:31]([C:33]([O:35][CH3:36])=[O:34])[CH:30]=[CH:29][CH:28]=1.[I-].[Na+], predict the reaction product. The product is: [Cl:3][C:4]1[CH:5]=[C:6]([CH:11]2[O:17][CH2:16][CH2:15][N:14]([C:18]([O:20][C:21]([CH3:22])([CH3:24])[CH3:23])=[O:19])[CH2:13][CH:12]2[O:25][C:27]2[CH:28]=[CH:29][CH:30]=[C:31]([C:33]([O:35][CH3:36])=[O:34])[N:32]=2)[CH:7]=[CH:8][C:9]=1[Cl:10]. (8) Given the reactants [CH:1]1([CH:7]([C:13]([O:15][C:16]([CH3:19])([CH3:18])[CH3:17])=[O:14])[CH:8]([NH2:12])[C:9]([OH:11])=O)[CH2:6][CH2:5][CH2:4][CH2:3][CH2:2]1.CN([C:23]([O:27][N:28]1N=NC2C=CC=C[C:29]1=2)=[N+](C)C)C.F[P-](F)(F)(F)(F)F.C(N(CC)CC)C.Cl.CNOC, predict the reaction product. The product is: [CH3:29][N:28]([O:27][CH3:23])[C:9](=[O:11])[CH:8]([NH2:12])[CH:7]([CH:1]1[CH2:2][CH2:3][CH2:4][CH2:5][CH2:6]1)[C:13]([O:15][C:16]([CH3:19])([CH3:18])[CH3:17])=[O:14]. (9) Given the reactants [C:1]([C:3]1[CH:8]=[CH:7][C:6]([C:9]2[CH:14]=[C:13]([C:15]([F:18])([F:17])[F:16])[CH:12]=[C:11]([C@H:19]([O:21][CH2:22][C:23]3([C:36]4[CH:41]=[CH:40][CH:39]=[CH:38][CH:37]=4)[CH2:28][CH2:27][N:26]([C:29](OC(C)(C)C)=O)[CH2:25][CH2:24]3)[CH3:20])[CH:10]=2)=[CH:5][CH:4]=1)#[N:2].FC(F)(F)C(O)=O.C(Cl)Cl.C([BH3-])#N.[Na+], predict the reaction product. The product is: [CH3:29][N:26]1[CH2:25][CH2:24][C:23]([CH2:22][O:21][C@@H:19]([C:11]2[CH:10]=[C:9]([C:6]3[CH:7]=[CH:8][C:3]([C:1]#[N:2])=[CH:4][CH:5]=3)[CH:14]=[C:13]([C:15]([F:16])([F:17])[F:18])[CH:12]=2)[CH3:20])([C:36]2[CH:37]=[CH:38][CH:39]=[CH:40][CH:41]=2)[CH2:28][CH2:27]1.